From a dataset of Catalyst prediction with 721,799 reactions and 888 catalyst types from USPTO. Predict which catalyst facilitates the given reaction. (1) Reactant: [CH3:1][N:2]1[C:6]([Sn](CCCC)(CCCC)CCCC)=[C:5]([CH3:20])[N:4]=[N:3]1.Br[C:22]1[CH:34]=[N:33][C:32]2[C:31]3[CH:30]=[CH:29][C:28]([C:35]([O:37][CH3:38])=[O:36])=[CH:27][C:26]=3[NH:25][C:24]=2[CH:23]=1.C(N(CC)CC)C. Product: [CH3:1][N:2]1[C:6]([C:22]2[CH:34]=[N:33][C:32]3[C:31]4[CH:30]=[CH:29][C:28]([C:35]([O:37][CH3:38])=[O:36])=[CH:27][C:26]=4[NH:25][C:24]=3[CH:23]=2)=[C:5]([CH3:20])[N:4]=[N:3]1. The catalyst class is: 555. (2) The catalyst class is: 42. Reactant: [Br:1][C:2]1[CH:10]=[C:9]([I:11])[C:5]([C:6]([OH:8])=[O:7])=[CH:4][N:3]=1.[C:12](=O)([O-])[O-].[K+].[K+].CI. Product: [Br:1][C:2]1[CH:10]=[C:9]([I:11])[C:5]([C:6]([O:8][CH3:12])=[O:7])=[CH:4][N:3]=1. (3) Reactant: C(OC(=O)[NH:7][C:8]1[CH:13]=[C:12]([O:14][CH2:15][C:16]([F:19])([F:18])[F:17])[C:11]([C:20]([F:23])([F:22])[F:21])=[CH:10][C:9]=1[NH:24][C:25](=[O:50])[CH2:26][C:27]([C:29]1[CH:34]=[CH:33][CH:32]=[C:31]([C:35]2[CH:40]=[C:39]([CH2:41][O:42]C3CCCCO3)[N:38]=[C:37]([CH3:49])[CH:36]=2)[CH:30]=1)=O)(C)(C)C.C(O)(C(F)(F)F)=O. Product: [OH:42][CH2:41][C:39]1[CH:40]=[C:35]([C:31]2[CH:30]=[C:29]([C:27]3[CH2:26][C:25](=[O:50])[NH:24][C:9]4[CH:10]=[C:11]([C:20]([F:22])([F:21])[F:23])[C:12]([O:14][CH2:15][C:16]([F:19])([F:18])[F:17])=[CH:13][C:8]=4[N:7]=3)[CH:34]=[CH:33][CH:32]=2)[CH:36]=[C:37]([CH3:49])[N:38]=1. The catalyst class is: 2.